This data is from Forward reaction prediction with 1.9M reactions from USPTO patents (1976-2016). The task is: Predict the product of the given reaction. (1) The product is: [Cl:1][C:2]1[CH:3]=[C:4]2[C:9](=[CH:10][CH:11]=1)[N:8]([C:12]([O:14][CH2:15][C@:16]1([CH3:27])[O:28][C:19]3=[N:20][C:21]([N+:23]([O-:25])=[O:24])=[CH:22][N:18]3[CH2:17]1)=[O:13])[CH2:7][CH2:6][CH2:5]2. Given the reactants [Cl:1][C:2]1[CH:3]=[C:4]2[C:9](=[CH:10][CH:11]=1)[N:8]([C:12]([O:14][CH2:15][C@@:16]([OH:28])([CH3:27])[CH2:17][N:18]1[CH:22]=[C:21]([N+:23]([O-:25])=[O:24])[N:20]=[C:19]1Cl)=[O:13])[CH2:7][CH2:6][CH2:5]2.[H-].[Na+], predict the reaction product. (2) Given the reactants [C@@H:1]1([N:10]2[CH:17]=[CH:16][C:14]([NH2:15])=[N:13][C:11]2=[O:12])[O:9][C@H:6]([CH2:7][OH:8])[C@@H:4]([OH:5])[C@H:2]1[OH:3].[C:18]1([CH2:42]Cl)[C:35]2[C:36]3[C:41]4[C:20](=[CH:21][CH:22]=[C:23]5[C:40]=4[C:39]4[C:26](=[CH:27][CH:28]=[C:29]6[C:38]=4[C:37]=3[C:32](=[CH:33][CH:34]=2)[CH:31]=[CH:30]6)[CH:25]=[CH:24]5)[CH:19]=1.[H-].[Na+], predict the reaction product. The product is: [C:18]1([CH2:42][O:3][C@@H:2]2[C@H:4]([OH:5])[C@@H:6]([CH2:7][OH:8])[O:9][C@H:1]2[N:10]2[CH:17]=[CH:16][C:14]([NH2:15])=[N:13][C:11]2=[O:12])[C:35]2[C:36]3[C:41]4[C:20](=[CH:21][CH:22]=[C:23]5[C:40]=4[C:39]4[C:26](=[CH:27][CH:28]=[C:29]6[C:38]=4[C:37]=3[C:32](=[CH:33][CH:34]=2)[CH:31]=[CH:30]6)[CH:25]=[CH:24]5)[CH:19]=1. (3) Given the reactants [CH3:1][O:2][C:3]1[CH:8]=[CH:7][C:6]([S:9]([NH:12][C:13]2[CH:18]=[CH:17][CH:16]=[CH:15][C:14]=2/[CH:19]=[CH:20]/[C:21]2[CH:26]=[CH:25][N+:24]([O-:27])=[CH:23][CH:22]=2)(=[O:11])=[O:10])=[CH:5][CH:4]=1.[CH3:28][N:29]1[CH2:34][CH2:33][N:32]([CH2:35][C:36](O)=[O:37])[CH2:31][CH2:30]1.N1(C2C=CN=CC=2)CCCC1.C1(N=C=NC2CCCCC2)CCCCC1.C(Cl)[Cl:66], predict the reaction product. The product is: [ClH:66].[CH3:28][N:29]1[CH2:34][CH2:33][N:32]([CH2:35][C:36]([N:12]([C:13]2[CH:18]=[CH:17][CH:16]=[CH:15][C:14]=2/[CH:19]=[CH:20]/[C:21]2[CH:22]=[CH:23][N+:24]([O-:27])=[CH:25][CH:26]=2)[S:9]([C:6]2[CH:7]=[CH:8][C:3]([O:2][CH3:1])=[CH:4][CH:5]=2)(=[O:11])=[O:10])=[O:37])[CH2:31][CH2:30]1. (4) Given the reactants [CH3:1][O:2][C:3](=[O:30])[CH:4]([OH:29])[C:5]1[N:6]([CH3:28])[C:7](=[O:27])[C:8]2[C:13]([C:14]=1[C:15]1[C:16]([CH3:25])=[C:17]3[C:22](=[CH:23][CH:24]=1)[O:21][CH2:20][CH2:19][CH2:18]3)=[CH:12][CH:11]=[C:10]([OH:26])[CH:9]=2, predict the reaction product. The product is: [CH4:1].[CH3:1][O:2][C:3](=[O:30])[CH:4]([O:29][C:8]([CH3:13])([CH3:9])[CH3:7])[C:5]1[N:6]([CH3:28])[C:7](=[O:27])[C:8]2[C:13]([C:14]=1[C:15]1[C:16]([CH3:25])=[C:17]3[C:22](=[CH:23][CH:24]=1)[O:21][CH2:20][CH2:19][CH2:18]3)=[CH:12][CH:11]=[C:10]([OH:26])[CH:9]=2.